From a dataset of Forward reaction prediction with 1.9M reactions from USPTO patents (1976-2016). Predict the product of the given reaction. Given the reactants [CH2:1]([N:4]1[C:13]2[C:8](=[CH:9][CH:10]=[CH:11][N:12]=2)[C:7]([OH:14])=[C:6]([C:15]2[NH:20][C:19]3[CH:21]=[CH:22][CH:23]=[CH:24][C:18]=3[S:17](=[O:26])(=[O:25])[N:16]=2)[C:5]1=[O:27])[CH:2]=[CH2:3].C[N+]1([O-])CC[O:32]CC1.C1COCC1.S(=O)(O)[O-].[Na+].[OH2:46], predict the reaction product. The product is: [OH:46][CH:2]([CH2:3][OH:32])[CH2:1][N:4]1[C:13]2[C:8](=[CH:9][CH:10]=[CH:11][N:12]=2)[C:7]([OH:14])=[C:6]([C:15]2[NH:20][C:19]3[CH:21]=[CH:22][CH:23]=[CH:24][C:18]=3[S:17](=[O:25])(=[O:26])[N:16]=2)[C:5]1=[O:27].